From a dataset of Catalyst prediction with 721,799 reactions and 888 catalyst types from USPTO. Predict which catalyst facilitates the given reaction. (1) Reactant: [Br:1][C:2]1[CH:10]=[CH:9][C:8]([F:11])=[CH:7][C:3]=1[C:4]([OH:6])=O.C(Cl)(=O)C(Cl)=O.Cl[Mg][CH:20]1[CH2:25][CH2:24][N:23]([CH3:26])[CH2:22][CH2:21]1.O. Product: [Br:1][C:2]1[CH:10]=[CH:9][C:8]([F:11])=[CH:7][C:3]=1[C:4]([CH:20]1[CH2:25][CH2:24][N:23]([CH3:26])[CH2:22][CH2:21]1)=[O:6]. The catalyst class is: 26. (2) Reactant: [Br:1][C:2]1[CH:7]=[CH:6][C:5]([Cl:8])=[CH:4][C:3]=1[CH2:9][C:10]([NH:12][CH2:13][C:14]#[CH:15])=[O:11].OS(C(F)(F)F)(=O)=O.[OH-].[Na+]. Product: [Br:1][C:2]1[CH:7]=[CH:6][C:5]([Cl:8])=[CH:4][C:3]=1[CH2:9][C:10]1[O:11][C:14]([CH3:15])=[CH:13][N:12]=1. The catalyst class is: 12. (3) Reactant: [Br:1][C:2]1[CH:10]=[C:9]([F:11])[CH:8]=[C:7]2[C:3]=1[C:4]([S:22][C:23]1[CH:28]=[CH:27][C:26]([Cl:29])=[CH:25][CH:24]=1)=[C:5]1[C:15]([CH2:17][C:18]([O:20][CH3:21])=[O:19])(O)[CH2:14][CH2:13][CH2:12][N:6]12.FC(F)(F)C(O)=O.C([SiH](CC)CC)C.O. Product: [Br:1][C:2]1[CH:10]=[C:9]([F:11])[CH:8]=[C:7]2[C:3]=1[C:4]([S:22][C:23]1[CH:24]=[CH:25][C:26]([Cl:29])=[CH:27][CH:28]=1)=[C:5]1[CH:15]([CH2:17][C:18]([O:20][CH3:21])=[O:19])[CH2:14][CH2:13][CH2:12][N:6]12. The catalyst class is: 2. (4) Reactant: O1CCCC1.C([O:8][C:9]([C:11]1[O:12][C:13]2[CH:19]=[C:18]([O:20][CH2:21][C:22]3[CH:27]=[CH:26][CH:25]=[CH:24][CH:23]=3)[CH:17]=[CH:16][C:14]=2[CH:15]=1)=O)C.[H-].[Al+3].[Li+].[H-].[H-].[H-].[OH-].[Na+]. Product: [CH2:21]([O:20][C:18]1[CH:17]=[CH:16][C:14]2[CH:15]=[C:11]([CH2:9][OH:8])[O:12][C:13]=2[CH:19]=1)[C:22]1[CH:23]=[CH:24][CH:25]=[CH:26][CH:27]=1. The catalyst class is: 6. (5) Reactant: [Br:1][C:2]1[CH:3]=[C:4]2[C:8](=[C:9]([O:11][CH3:12])[CH:10]=1)[NH:7][C:6](=[O:13])[C:5]2=[O:14].CC1C=CC(S(O)(=O)=O)=CC=1.[CH2:26](O)[CH2:27][OH:28]. Product: [Br:1][C:2]1[CH:3]=[C:4]2[C:8](=[C:9]([O:11][CH3:12])[CH:10]=1)[NH:7][C:6](=[O:13])[C:5]12[O:28][CH2:27][CH2:26][O:14]1. The catalyst class is: 11. (6) Reactant: [B-](F)(F)(F)F.[B-](F)(F)(F)F.C1[N+]2(CCl)CC[N+]([F:21])(CC2)C1.C(#N)C.[Cl:25][C:26]1[CH:27]=[C:28]2[C:32](=[CH:33][CH:34]=1)[N:31]([S:35]([C:38]1[CH:44]=[CH:43][C:41]([CH3:42])=[CH:40][CH:39]=1)(=[O:37])=[O:36])[C:30]([Sn](C)(C)C)=[CH:29]2. Product: [Cl:25][C:26]1[CH:27]=[C:28]2[C:32](=[CH:33][CH:34]=1)[N:31]([S:35]([C:38]1[CH:44]=[CH:43][C:41]([CH3:42])=[CH:40][CH:39]=1)(=[O:37])=[O:36])[C:30]([F:21])=[CH:29]2. The catalyst class is: 22.